This data is from HIV replication inhibition screening data with 41,000+ compounds from the AIDS Antiviral Screen. The task is: Binary Classification. Given a drug SMILES string, predict its activity (active/inactive) in a high-throughput screening assay against a specified biological target. (1) The molecule is COc1c2occc2c(N=Cc2ccccn2)c2ccc(=O)oc12. The result is 0 (inactive). (2) The molecule is COC(=O)C1(C)CCC2(C)CCC3(C)C4CCC56COC(O)(CCC5C4(C)CCC3(C)C2C1)C6C. The result is 0 (inactive). (3) The drug is Cn1c2ccccc2c2nc3ccccc3c(Cl)c21. The result is 0 (inactive). (4) The compound is CN1CCCC(O)C1CNC12CC3CC(CC(C3)C1)C2.Cl. The result is 0 (inactive). (5) The compound is c1ccc(-c2nnc3oc(-c4cccs4)nn23)cc1. The result is 0 (inactive). (6) The molecule is Cc1c2oc(=O)cc(-c3ccccc3)c2cc2c(=O)ccoc12. The result is 0 (inactive). (7) The drug is Cc1cc(N=O)cc(Cl)c1O. The result is 0 (inactive).